From a dataset of Experimentally validated miRNA-target interactions with 360,000+ pairs, plus equal number of negative samples. Binary Classification. Given a miRNA mature sequence and a target amino acid sequence, predict their likelihood of interaction. (1) The miRNA is hsa-miR-3609 with sequence CAAAGUGAUGAGUAAUACUGGCUG. The protein sequence of the target gene is MAAPLLHTRLPGDAAASSSAVKKLGASRTGISNMRALENDFFNSPPRKTVRFGGTVTEVLLKYKKGETNDFELLKNQLLDPDIKDDQIINWLLEFRSSIMYLTKDFEQLISIILRLPWLNRSQTVVEEYLAFLGNLVSAQTVFLRPCLSMIASHFVPPRVIIKEGDVDVSDSDDEDDNLPANFDTCHRALQIIARYVPSTPWFLMPILVEKFPFVRKSERTLECYVHNLLRISVYFPTLRHEILELIIEKLLKLDVNASRQGIEDAEETATQTCGGTDSTEGLFNMDEDEETEHETKAGP.... Result: 1 (interaction). (2) The miRNA is hsa-miR-92a-2-5p with sequence GGGUGGGGAUUUGUUGCAUUAC. The protein sequence of the target gene is MCLRLGGLSVGDFRKVLMKTGLVLVVLGHVSFITAALFHGTVLRYVGTPQDAVALQYCVVNILSVTSAIVVITSGIAAIVLSRYLPSTPLRWTVFSSSVACALLSLTCALGLLASIAMTFATQGKALLAACTFGSSELLALAPDCPFDPTRIYSSSLCLWGIALVLCVAENVFAVRCAQLTHQLLELRPWWGKSSHHMMRENPELVEGRDLLSCTSSEPLTL. Result: 1 (interaction). (3) The miRNA is rno-miR-26a-5p with sequence UUCAAGUAAUCCAGGAUAGGCU. The protein sequence of the target gene is MRRDSDMASHIQQPGGHGNPGPAPSPSPGPGPGPGASERVALKKEIGLVSACTIIIGNIIGSGIFISPKGVLEHSGSVGLALFVWVLGGGVTALGSLCYAELGVAIPKSGGDYAYVTEIFGGLAGFLLLWSAVLIMYPTSLAVISMTFSNYVLQPVFPNCIPPATASRVLSMACLMLLTWVNSSSVRWATRIQVIFTGGKLLALSLIITVGFVQIFQGHFEELRPTNAFAFWMTPSVGHLALAFLQGSFAFSGWNFLNYVTEELVDPRKNLPRAIFISIPLVTFVYTFTNVAYFTAMSPQ.... Result: 0 (no interaction). (4) The miRNA is hsa-miR-514a-3p with sequence AUUGACACUUCUGUGAGUAGA. The protein sequence of the target gene is MFTLAEVASLNDIQPTYRILKPWWDVFMDYLAVVMLMVAIFAGTMQLTKDQVVCLPVLPSPVNSKAHTPPGNAEVTTNIPKMEAATNQDQDGRTTNDISFGTSAVTPDIPLRATYPRTDFALPNQEAKKEKKDPTGRKTNLDFQQYVFINQMCYHLALPWYSKYFPYLALIHTIILMVSSNFWFKYPKTCSKVEHFVSILGKCFESPWTTKALSETACEDSEENKQRITGAQTLPKHVSTSSDEGSPSASTPMINKTGFKFSAEKPVIEVPSMTILDKKDGEQAKALFEKVRKFRAHVED.... Result: 0 (no interaction). (5) The protein sequence of the target gene is MWGACKVKVHDSLATISITLRRYLRLGATMAKSKFEYVRDFEADDTCLAHCWVVVRLDGRNFHRFAEKHNFAKPNDSRALQLMTKCAQTVMEELEDIVIAYGQSDEYSFVFKRKTNWFKRRASKFMTHVASQFASSYVFYWRDYFEDQPLLYPPGFDGRVVVYPSNQTLKDYLSWRQADCHINNLYNTVFWALIQQSGLTPVQAQGRLQGTLAADKNEILFSEFNINYNNELPMYRKGTVLIWQKVDEVMTKEIKLPTEMEGKKMAVTRTRTKPVPLHCDIIGDAFWKEHPEILDEDS. The miRNA is mmu-miR-212-3p with sequence UAACAGUCUCCAGUCACGGCCA. Result: 0 (no interaction).